Dataset: Forward reaction prediction with 1.9M reactions from USPTO patents (1976-2016). Task: Predict the product of the given reaction. (1) Given the reactants C[Al](C)C.[CH3:5][O:6][C:7]1[CH:12]=[CH:11][C:10]([N:13]2[C:17](C(OC)=O)=[CH:16][C:15]([NH:22][C:23]([O:25][CH3:26])=[O:24])=[N:14]2)=[CH:9][CH:8]=1, predict the reaction product. The product is: [CH3:5][O:6][C:7]1[CH:8]=[CH:9][C:10]([N:13]2[CH:17]=[CH:16][C:15]([NH:22][C:23]([O:25][CH3:26])=[O:24])=[N:14]2)=[CH:11][CH:12]=1. (2) Given the reactants [NH2:1][N:2]1[C:11](=[O:12])[C:10]2[C:5](=[N:6][CH:7]=[CH:8][N:9]=2)[N:4]=[C:3]1[C:13]1[CH:18]=[CH:17][C:16]([F:19])=[CH:15][CH:14]=1.[H-].[Na+].Br[CH2:23][C:24]1[CH:29]=[CH:28][C:27]([Cl:30])=[CH:26][CH:25]=1.CO, predict the reaction product. The product is: [Cl:30][C:27]1[CH:28]=[CH:29][C:24]([CH2:23][NH:1][N:2]2[C:11](=[O:12])[C:10]3[C:5](=[N:6][CH:7]=[CH:8][N:9]=3)[N:4]=[C:3]2[C:13]2[CH:18]=[CH:17][C:16]([F:19])=[CH:15][CH:14]=2)=[CH:25][CH:26]=1.